Dataset: Peptide-MHC class II binding affinity with 134,281 pairs from IEDB. Task: Regression. Given a peptide amino acid sequence and an MHC pseudo amino acid sequence, predict their binding affinity value. This is MHC class II binding data. (1) The peptide sequence is CGMFTNRSGSQQ. The MHC is HLA-DQA10201-DQB10202 with pseudo-sequence HLA-DQA10201-DQB10202. The binding affinity (normalized) is 0. (2) The MHC is DRB1_0101 with pseudo-sequence DRB1_0101. The peptide sequence is APEVKYTVFETALKK. The binding affinity (normalized) is 0.554. (3) The peptide sequence is EITGIMKDFDEPGHL. The MHC is HLA-DPA10201-DPB10101 with pseudo-sequence HLA-DPA10201-DPB10101. The binding affinity (normalized) is 0.0434.